From a dataset of Forward reaction prediction with 1.9M reactions from USPTO patents (1976-2016). Predict the product of the given reaction. Given the reactants Cl[CH2:2][CH2:3][C:4]1[CH:9]=[CH:8][C:7]([F:10])=[CH:6][CH:5]=1.[N-:11]=[N+:12]=[N-:13].[Na+], predict the reaction product. The product is: [N:11]([CH2:2][CH2:3][C:4]1[CH:9]=[CH:8][C:7]([F:10])=[CH:6][CH:5]=1)=[N+:12]=[N-:13].